This data is from Reaction yield outcomes from USPTO patents with 853,638 reactions. The task is: Predict the reaction yield, written as a fraction of the theoretical maximum amount of product (1.0 means a 100% yield; for example, 0.34 means a 34% yield). (1) The reactants are CS(Cl)(=O)=[O:3].C(N(CC)CC)C.[C:13]1([C:19]2[S:23][C:22]3=[N:24][C:25]([CH2:27][OH:28])=[CH:26][N:21]3[CH:20]=2)[CH:18]=[CH:17][CH:16]=[CH:15][CH:14]=1.[NH:29]1[CH2:34][CH2:33][O:32][CH2:31][CH2:30]1.[Cl-].[Na+].[OH2:37]. The catalyst is C(Cl)Cl.O. The product is [C:27]([OH:28])(=[O:3])/[CH:25]=[CH:26]\[C:33]([OH:32])=[O:37].[C:13]1([C:19]2[S:23][C:22]3=[N:24][C:25]([CH2:27][N:29]4[CH2:34][CH2:33][O:32][CH2:31][CH2:30]4)=[CH:26][N:21]3[CH:20]=2)[CH:14]=[CH:15][CH:16]=[CH:17][CH:18]=1. The yield is 0.270. (2) The reactants are [N:1]1[CH:6]=[CH:5][CH:4]=[CH:3][C:2]=1[CH2:7]O.C(N(CC)CC)C.[CH3:16][S:17](Cl)(=[O:19])=[O:18]. The catalyst is C(Cl)Cl. The product is [CH3:16][S:17]([CH2:7][C:2]1[CH:3]=[CH:4][CH:5]=[CH:6][N:1]=1)(=[O:19])=[O:18]. The yield is 1.00. (3) The reactants are [NH:1]1[CH2:6][CH2:5][CH2:4][CH2:3][CH2:2]1.C(=O)([O-])[O-].[K+].[K+].CC(N(C)C)=O.[Br:19][C:20]1[C:21]([CH3:34])=[C:22]([CH3:33])[C:23]2[O:27][C:26]([CH2:29]I)([CH3:28])[CH2:25][C:24]=2[C:31]=1[CH3:32]. The catalyst is C(OCC)(=O)C.O. The product is [Br:19][C:20]1[C:21]([CH3:34])=[C:22]([CH3:33])[C:23]2[O:27][C:26]([CH2:28][N:1]3[CH2:6][CH2:5][CH2:4][CH2:3][CH2:2]3)([CH3:29])[CH2:25][C:24]=2[C:31]=1[CH3:32]. The yield is 0.640. (4) The reactants are [C:1]([C:4]1[CH:9]=[CH:8][C:7]([B:10]([OH:12])[OH:11])=[CH:6][CH:5]=1)([OH:3])=O.C(Cl)(=O)C(Cl)=O.Cl.[NH2:20][CH2:21][C:22]#[N:23].CCN(C(C)C)C(C)C. The catalyst is CN(C=O)C.ClCCl. The product is [C:21]([CH2:22][NH:23][C:1]([C:4]1[CH:9]=[CH:8][C:7]([B:10]([OH:12])[OH:11])=[CH:6][CH:5]=1)=[O:3])#[N:20]. The yield is 0.870. (5) The reactants are [CH2:1]([CH:11]([CH2:63][CH2:64][CH2:65][CH2:66][CH2:67][CH2:68]CCCCCC)[CH2:12][N:13]=[C:14]([C:16]1[C:25]2[C:24]([C:26]([OH:28])=[O:27])=[C:23]([Br:29])[C:22]([Br:30])=[C:21]([C:31]([OH:33])=[O:32])[C:20]=2[C:19]([C:34](=[N:36][CH2:37][CH:38]([CH2:51][CH2:52][CH2:53][CH2:54]CCCCCC)[CH2:39][CH2:40][CH2:41][CH2:42][CH2:43][CH2:44]CCCCCC)[OH:35])=[C:18]([Br:61])[C:17]=1[Br:62])[OH:15])[CH2:2][CH2:3][CH2:4]CCCCCC.C(C(CCCCCC)CN)CCC. No catalyst specified. The product is [CH2:51]([CH:38]([CH2:39][CH2:40][CH2:41][CH2:42][CH2:43][CH3:44])[CH2:37][N:36]=[C:34]([C:19]1[C:20]2[C:21]([C:31]([OH:33])=[O:32])=[C:22]([Br:30])[C:23]([Br:29])=[C:24]([C:26]([OH:28])=[O:27])[C:25]=2[C:16]([C:14](=[N:13][CH2:12][CH:11]([CH2:1][CH2:2][CH2:3][CH3:4])[CH2:63][CH2:64][CH2:65][CH2:66][CH2:67][CH3:68])[OH:15])=[C:17]([Br:62])[C:18]=1[Br:61])[OH:35])[CH2:52][CH2:53][CH3:54]. The yield is 0.250.